Dataset: Full USPTO retrosynthesis dataset with 1.9M reactions from patents (1976-2016). Task: Predict the reactants needed to synthesize the given product. (1) Given the product [C:20]([O:19][C:17](=[O:18])[NH:1][C:2]1[C:15]2[CH2:14][C:13]3[C:8](=[CH:9][CH:10]=[CH:11][CH:12]=3)[S:7][C:6]=2[C:5]([OH:16])=[CH:4][CH:3]=1)([CH3:23])([CH3:22])[CH3:21], predict the reactants needed to synthesize it. The reactants are: [NH2:1][C:2]1[C:15]2[CH2:14][C:13]3[C:8](=[CH:9][CH:10]=[CH:11][CH:12]=3)[S:7][C:6]=2[C:5]([OH:16])=[CH:4][CH:3]=1.[C:17](O[C:17]([O:19][C:20]([CH3:23])([CH3:22])[CH3:21])=[O:18])([O:19][C:20]([CH3:23])([CH3:22])[CH3:21])=[O:18].CO.[OH-].[Na+]. (2) Given the product [CH3:1][N:2]([CH3:16])[C:3]([C:5]1[CH:6]=[C:7]([CH2:11][S:12]([Cl:19])(=[O:14])=[O:13])[CH:8]=[CH:9][CH:10]=1)=[O:4], predict the reactants needed to synthesize it. The reactants are: [CH3:1][N:2]([CH3:16])[C:3]([C:5]1[CH:6]=[C:7]([CH2:11][S:12](O)(=[O:14])=[O:13])[CH:8]=[CH:9][CH:10]=1)=[O:4].S(Cl)([Cl:19])=O. (3) Given the product [CH:9]1([CH2:12][NH:8][C:4]2[CH:3]=[C:2]([CH3:1])[CH:7]=[CH:6][N:5]=2)[CH2:11][CH2:10]1, predict the reactants needed to synthesize it. The reactants are: [CH3:1][C:2]1[CH:7]=[CH:6][N:5]=[C:4]([NH2:8])[CH:3]=1.[CH:9]1([CH:12]=O)[CH2:11][CH2:10]1.C(O[BH-](OC(=O)C)OC(=O)C)(=O)C.[Na+].[OH-].[Na+]. (4) The reactants are: [C:1]([O:5][C:6]([N:8]1[CH2:12][CH2:11][C@H:10]([OH:13])[CH2:9]1)=[O:7])([CH3:4])([CH3:3])[CH3:2].[H-].[Na+].Br[CH2:17][C:18]1[C:25]([Cl:26])=[CH:24][CH:23]=[CH:22][C:19]=1[C:20]#[N:21]. Given the product [C:1]([O:5][C:6]([N:8]1[CH2:12][CH2:11][C@H:10]([O:13][CH2:17][C:18]2[C:19]([C:20]#[N:21])=[CH:22][CH:23]=[CH:24][C:25]=2[Cl:26])[CH2:9]1)=[O:7])([CH3:4])([CH3:2])[CH3:3], predict the reactants needed to synthesize it. (5) Given the product [ClH:60].[C:25]1([CH:18]([C:19]2[CH:24]=[CH:23][CH:22]=[CH:21][CH:20]=2)[CH2:17][NH:16][C:12]2[N:11]=[C:10]([N:31]3[CH2:35][CH2:34][C@@H:33]([NH:36][C:37]([NH:39][C:40]4[CH:41]=[N:42][CH:43]=[CH:44][CH:45]=4)=[O:38])[CH2:32]3)[N:9]=[C:8]3[C:13]=2[N:14]=[CH:15][N:7]3[C@@H:5]2[CH2:6][C@H:2]([NH:1][C:57](=[O:59])[CH3:58])[C@@H:3]([OH:47])[C@H:4]2[OH:46])[CH:26]=[CH:27][CH:28]=[CH:29][CH:30]=1, predict the reactants needed to synthesize it. The reactants are: [NH2:1][C@H:2]1[CH2:6][C@@H:5]([N:7]2[CH:15]=[N:14][C:13]3[C:8]2=[N:9][C:10]([N:31]2[CH2:35][CH2:34][C@@H:33]([NH:36][C:37]([NH:39][C:40]4[CH:41]=[N:42][CH:43]=[CH:44][CH:45]=4)=[O:38])[CH2:32]2)=[N:11][C:12]=3[NH:16][CH2:17][CH:18]([C:25]2[CH:30]=[CH:29][CH:28]=[CH:27][CH:26]=2)[C:19]2[CH:24]=[CH:23][CH:22]=[CH:21][CH:20]=2)[C@H:4]([OH:46])[C@@H:3]1[OH:47].CCN(C(C)C)C(C)C.[C:57]([Cl:60])(=[O:59])[CH3:58]. (6) Given the product [CH3:9][C:10]1([CH3:11])[C:2]2[S:1][CH:5]=[CH:4][C:3]=2[C:6](=[O:8])[O:7]1, predict the reactants needed to synthesize it. The reactants are: [S:1]1[CH:5]=[CH:4][C:3]([C:6]([OH:8])=[O:7])=[CH:2]1.[CH2:9]([Li])[CH2:10][CH2:11]C.CC(C)=O.Cl.C1(C)C=CC(S(O)(=O)=O)=CC=1.